From a dataset of NCI-60 drug combinations with 297,098 pairs across 59 cell lines. Regression. Given two drug SMILES strings and cell line genomic features, predict the synergy score measuring deviation from expected non-interaction effect. (1) Drug 1: CC12CCC(CC1=CCC3C2CCC4(C3CC=C4C5=CN=CC=C5)C)O. Drug 2: C(CC(=O)O)C(=O)CN.Cl. Cell line: UACC-257. Synergy scores: CSS=-1.55, Synergy_ZIP=-3.09, Synergy_Bliss=-7.28, Synergy_Loewe=-9.12, Synergy_HSA=-7.32. (2) Synergy scores: CSS=60.3, Synergy_ZIP=13.8, Synergy_Bliss=8.98, Synergy_Loewe=-46.0, Synergy_HSA=8.18. Cell line: NCI-H460. Drug 1: C1=CN(C(=O)N=C1N)C2C(C(C(O2)CO)O)O.Cl. Drug 2: C(CN)CNCCSP(=O)(O)O. (3) Drug 1: CC1=CC2C(CCC3(C2CCC3(C(=O)C)OC(=O)C)C)C4(C1=CC(=O)CC4)C. Drug 2: CC(C)NC(=O)C1=CC=C(C=C1)CNNC.Cl. Cell line: UO-31. Synergy scores: CSS=4.11, Synergy_ZIP=-0.720, Synergy_Bliss=2.60, Synergy_Loewe=3.33, Synergy_HSA=3.07. (4) Drug 1: CCC1(CC2CC(C3=C(CCN(C2)C1)C4=CC=CC=C4N3)(C5=C(C=C6C(=C5)C78CCN9C7C(C=CC9)(C(C(C8N6C)(C(=O)OC)O)OC(=O)C)CC)OC)C(=O)OC)O.OS(=O)(=O)O. Cell line: HS 578T. Synergy scores: CSS=-1.26, Synergy_ZIP=1.43, Synergy_Bliss=2.70, Synergy_Loewe=-1.41, Synergy_HSA=-0.619. Drug 2: C1=CN(C=N1)CC(O)(P(=O)(O)O)P(=O)(O)O. (5) Drug 1: COC1=C(C=C2C(=C1)N=CN=C2NC3=CC(=C(C=C3)F)Cl)OCCCN4CCOCC4. Drug 2: C1=NC2=C(N=C(N=C2N1C3C(C(C(O3)CO)O)O)F)N. Cell line: M14. Synergy scores: CSS=19.3, Synergy_ZIP=-5.79, Synergy_Bliss=-0.742, Synergy_Loewe=0.874, Synergy_HSA=1.11. (6) Drug 1: C1=CC(=CC=C1C#N)C(C2=CC=C(C=C2)C#N)N3C=NC=N3. Drug 2: C(CCl)NC(=O)N(CCCl)N=O. Cell line: OVCAR-8. Synergy scores: CSS=3.02, Synergy_ZIP=-2.77, Synergy_Bliss=-5.17, Synergy_Loewe=-1.38, Synergy_HSA=-4.06.